From a dataset of Tyrosyl-DNA phosphodiesterase HTS with 341,365 compounds. Binary Classification. Given a drug SMILES string, predict its activity (active/inactive) in a high-throughput screening assay against a specified biological target. (1) The result is 0 (inactive). The molecule is O(c1c(cc(c(c1)C)C)C)CC(=O)Nc1cc(O)ccc1. (2) The compound is S(c1nc2n([nH]cc2c(=O)n1)c1ccc(cc1)C)Cc1oc(cc1)C(OC)=O. The result is 0 (inactive). (3) The compound is O=C(NCc1nc2n(c1)cccc2)C1C(CCCC1)C(O)=O. The result is 0 (inactive). (4) The molecule is S(=O)(=O)(N(CC(=O)NC1CC1)c1ccc(OCC)cc1)c1ccc(cc1)C. The result is 0 (inactive). (5) The compound is Clc1c(NS(=O)(=O)c2cc(C(=O)N3C(CCCC3)CC)ccc2)cc(cc1)C(F)(F)F. The result is 0 (inactive). (6) The drug is Clc1c(COc2c(scc2)c2n(c(=S)[nH]n2)C)ccc(Cl)c1. The result is 0 (inactive). (7) The result is 0 (inactive). The drug is S(=O)(=O)(Nc1nc(OC)nc(OC)c1)c1ccc(Nc2scc(n2)c2ccc(OC)cc2)cc1.